Dataset: Forward reaction prediction with 1.9M reactions from USPTO patents (1976-2016). Task: Predict the product of the given reaction. (1) Given the reactants [Li]CCCC.C([NH:9]C(C)C)(C)C.[C:13]([Si:17]([CH3:28])(C)[C:18]1[C:23]([F:24])=[CH:22][N:21]=[C:20]([F:25])[C:19]=1[F:26])([CH3:16])([CH3:15])[CH3:14].F[C:30]1[N:41]=[CH:40][CH:39]=[CH:38][C:31]=1[C:32]([N:34](OC)C)=O.NN, predict the reaction product. The product is: [C:13]([SiH:17]([CH3:28])[C:18]1[C:19]([F:26])=[C:20]([F:25])[N:21]=[C:22]([C:32]2[C:31]3[C:30](=[N:41][CH:40]=[CH:39][CH:38]=3)[NH:9][N:34]=2)[C:23]=1[F:24])([CH3:14])([CH3:15])[CH3:16]. (2) Given the reactants [N+:1]([C:4]1[CH:5]=[CH:6][C:7]([C:11]2[O:15][CH:14]=[N:13][CH:12]=2)=[C:8]([OH:10])[CH:9]=1)([O-:3])=[O:2].C(=O)([O-])[O-].[K+].[K+].Cl[C:23]([F:29])([F:28])C(OC)=O.O, predict the reaction product. The product is: [F:28][CH:23]([F:29])[O:10][C:8]1[CH:9]=[C:4]([N+:1]([O-:3])=[O:2])[CH:5]=[CH:6][C:7]=1[C:11]1[O:15][CH:14]=[N:13][CH:12]=1. (3) Given the reactants [C:1]([C:3]1[CH:4]=[CH:5][C:6]([C:9]([OH:11])=O)=[N:7][CH:8]=1)#[N:2].[NH2:12][C:13]1[CH:14]=[C:15]([C@:20]2([CH2:31][F:32])[CH2:25][C@@H:24]([C:26]([F:29])([F:28])[F:27])[O:23][C:22]([NH2:30])=[N:21]2)[C:16]([F:19])=[N:17][CH:18]=1, predict the reaction product. The product is: [NH2:30][C:22]1[O:23][C@H:24]([C:26]([F:27])([F:29])[F:28])[CH2:25][C@:20]([C:15]2[CH:14]=[C:13]([NH:12][C:9](=[O:11])[C:6]3[CH:5]=[CH:4][C:3]([C:1]#[N:2])=[CH:8][N:7]=3)[CH:18]=[N:17][C:16]=2[F:19])([CH2:31][F:32])[N:21]=1. (4) Given the reactants [CH3:1][O:2][C:3]1[CH:28]=[C:27]([O:29][CH3:30])[CH:26]=[CH:25][C:4]=1[CH2:5][N:6]([C:19]1[CH:24]=[CH:23][N:22]=[CH:21][N:20]=1)[S:7]([C:10]1[C:15]([F:16])=[CH:14][C:13](F)=[CH:12][C:11]=1[F:18])(=[O:9])=[O:8].[F:31][C:32]1([F:45])[CH2:37][CH2:36][C@H:35]([OH:38])[C@@H:34]([C:39]2[N:43]([CH3:44])[N:42]=[CH:41][CH:40]=2)[CH2:33]1.[H-].[Na+], predict the reaction product. The product is: [F:45][C:32]1([F:31])[CH2:37][CH2:36][C@H:35]([O:38][C:13]2[CH:14]=[C:15]([F:16])[C:10]([S:7]([N:6]([CH2:5][C:4]3[CH:25]=[CH:26][C:27]([O:29][CH3:30])=[CH:28][C:3]=3[O:2][CH3:1])[C:19]3[CH:24]=[CH:23][N:22]=[CH:21][N:20]=3)(=[O:8])=[O:9])=[C:11]([F:18])[CH:12]=2)[C@@H:34]([C:39]2[N:43]([CH3:44])[N:42]=[CH:41][CH:40]=2)[CH2:33]1. (5) Given the reactants [CH2:1]([CH:8]1[CH2:13][CH2:12][N:11]([C:14](=[O:18])[C:15](O)=[O:16])[CH2:10][CH2:9]1)[C:2]1[CH:7]=[CH:6][CH:5]=[CH:4][CH:3]=1.[Cl-:19], predict the reaction product. The product is: [CH2:1]([CH:8]1[CH2:13][CH2:12][N:11]([C:14](=[O:18])[C:15]([Cl:19])=[O:16])[CH2:10][CH2:9]1)[C:2]1[CH:7]=[CH:6][CH:5]=[CH:4][CH:3]=1. (6) Given the reactants Cl.[NH2:2][CH:3]1[CH2:8][CH2:7][N:6]([C:9]([NH:11][CH2:12][CH2:13][NH:14][C:15]([C:17]2[C:18]([C:28]([F:31])([F:30])[F:29])=[N:19][N:20]([C:22]3[CH:27]=[CH:26][CH:25]=[CH:24][CH:23]=3)[CH:21]=2)=[O:16])=[O:10])[CH2:5][CH2:4]1.C(N(CC)CC)C.[C:39]1([S:45](Cl)(=[O:47])=[O:46])[CH:44]=[CH:43][CH:42]=[CH:41][CH:40]=1, predict the reaction product. The product is: [C:22]1([N:20]2[CH:21]=[C:17]([C:15]([NH:14][CH2:13][CH2:12][NH:11][C:9]([N:6]3[CH2:5][CH2:4][CH:3]([NH:2][S:45]([C:39]4[CH:44]=[CH:43][CH:42]=[CH:41][CH:40]=4)(=[O:47])=[O:46])[CH2:8][CH2:7]3)=[O:10])=[O:16])[C:18]([C:28]([F:31])([F:30])[F:29])=[N:19]2)[CH:27]=[CH:26][CH:25]=[CH:24][CH:23]=1.